This data is from Reaction yield outcomes from USPTO patents with 853,638 reactions. The task is: Predict the reaction yield, written as a fraction of the theoretical maximum amount of product (1.0 means a 100% yield; for example, 0.34 means a 34% yield). (1) The reactants are [F:1][C:2]([F:21])([F:20])[C:3]1[CH:4]=[C:5]([C:9]2[CH:10]=[CH:11][C:12]3[O:13][CH2:14][CH2:15][CH2:16][NH:17][C:18]=3[N:19]=2)[CH:6]=[CH:7][CH:8]=1.C(N(CC)CC)C.ClC(Cl)(O[C:33](=[O:39])OC(Cl)(Cl)Cl)Cl.[N:41]1[CH:46]=[CH:45][C:44]([NH2:47])=[CH:43][CH:42]=1. The catalyst is C(Cl)Cl. The product is [N:41]1[CH:46]=[CH:45][C:44]([NH:47][C:33]([N:17]2[CH2:16][CH2:15][CH2:14][O:13][C:12]3[CH:11]=[CH:10][C:9]([C:5]4[CH:6]=[CH:7][CH:8]=[C:3]([C:2]([F:20])([F:1])[F:21])[CH:4]=4)=[N:19][C:18]2=3)=[O:39])=[CH:43][CH:42]=1. The yield is 0.0700. (2) The reactants are [OH:1][C:2]1[C:3]([C:16]2[CH:17]=[C:18]([CH:24]=[CH:25][C:26]([O:28]CC)=[O:27])[CH:19]=[CH:20][C:21]=2[O:22][CH3:23])=[CH:4][C:5]2[C:6]([CH3:15])([CH3:14])[CH2:7][CH2:8][C:9]([CH3:13])([CH3:12])[C:10]=2[CH:11]=1.[CH3:31][O:32][CH2:33][O:34][C:35]1[CH:42]=[CH:41][CH:40]=[CH:39][C:36]=1[CH2:37]Cl. No catalyst specified. The product is [CH3:23][O:22][C:21]1[CH:20]=[CH:19][C:18]([CH:24]=[CH:25][C:26]([OH:28])=[O:27])=[CH:17][C:16]=1[C:3]1[C:2]([O:1][CH2:37][C:36]2[CH:39]=[CH:40][CH:41]=[CH:42][C:35]=2[O:34][CH2:33][O:32][CH3:31])=[CH:11][C:10]2[C:9]([CH3:13])([CH3:12])[CH2:8][CH2:7][C:6]([CH3:15])([CH3:14])[C:5]=2[CH:4]=1. The yield is 0.940. (3) The reactants are Br[C:2]1[CH:11]=[CH:10][C:5]([C:6]([O:8][CH3:9])=[O:7])=[CH:4][CH:3]=1.[CH2:12]([O:19][C:20]1[CH:25]=[CH:24][C:23]([Sn](CCCC)(CCCC)CCCC)=[CH:22][N:21]=1)[C:13]1[CH:18]=[CH:17][CH:16]=[CH:15][CH:14]=1. The catalyst is CN(C=O)C.C1C=CC([P]([Pd]([P](C2C=CC=CC=2)(C2C=CC=CC=2)C2C=CC=CC=2)([P](C2C=CC=CC=2)(C2C=CC=CC=2)C2C=CC=CC=2)[P](C2C=CC=CC=2)(C2C=CC=CC=2)C2C=CC=CC=2)(C2C=CC=CC=2)C2C=CC=CC=2)=CC=1. The product is [CH3:9][O:8][C:6](=[O:7])[C:5]1[CH:10]=[CH:11][C:2]([C:23]2[CH:22]=[N:21][C:20]([O:19][CH2:12][C:13]3[CH:18]=[CH:17][CH:16]=[CH:15][CH:14]=3)=[CH:25][CH:24]=2)=[CH:3][CH:4]=1. The yield is 0.110. (4) The reactants are [NH2:1][C:2]1[C:11]2[CH:10]=[CH:9][C:8]([F:12])=[C:7](Br)[C:6]=2[N:5]=[C:4]2[CH2:14][N:15]([CH:18]3[CH2:21][CH2:20][CH2:19]3)[C:16](=[O:17])[C:3]=12.[CH3:22][O:23][C:24]1[CH:29]=[C:28]([O:30][CH3:31])[CH:27]=[CH:26][C:25]=1B(O)O. No catalyst specified. The product is [NH2:1][C:2]1[C:11]2[CH:10]=[CH:9][C:8]([F:12])=[C:7]([C:27]3[CH:26]=[CH:25][C:24]([O:23][CH3:22])=[CH:29][C:28]=3[O:30][CH3:31])[C:6]=2[N:5]=[C:4]2[CH2:14][N:15]([CH:18]3[CH2:21][CH2:20][CH2:19]3)[C:16](=[O:17])[C:3]=12. The yield is 0.600. (5) The reactants are [Cl:1][C:2]1[N:7]=[C:6]2[N:8]([C:15]3[CH:20]=[CH:19][CH:18]=[C:17]([I:21])[CH:16]=3)[N:9]=[C:10]([C:11]([O:13]C)=[O:12])[C:5]2=[CH:4][CH:3]=1.[OH-].[Li+].O.Cl. The catalyst is C1COCC1. The product is [Cl:1][C:2]1[N:7]=[C:6]2[N:8]([C:15]3[CH:20]=[CH:19][CH:18]=[C:17]([I:21])[CH:16]=3)[N:9]=[C:10]([C:11]([OH:13])=[O:12])[C:5]2=[CH:4][CH:3]=1. The yield is 0.520. (6) The reactants are [F:1][C:2]1[CH:7]=[C:6]([I:8])[CH:5]=[CH:4][C:3]=1[NH:9][C:10]1[CH:11]=[N+:12]([O-:36])[CH:13]=[CH:14][C:15]=1[C:16]([N:18]1[CH2:21][C:20]([C@@H:23]2[CH2:28][CH2:27][CH2:26][CH2:25][N:24]2C(OC(C)(C)C)=O)([OH:22])[CH2:19]1)=[O:17].Cl.[O:38]1CCO[CH2:40][CH2:39]1. The catalyst is CO. The product is [C:39]([O:22][C:20]1([C@@H:23]2[CH2:28][CH2:27][CH2:26][CH2:25][NH:24]2)[CH2:21][N:18]([C:16]([C:15]2[CH:14]=[CH:13][N+:12]([O-:36])=[CH:11][C:10]=2[NH:9][C:3]2[CH:4]=[CH:5][C:6]([I:8])=[CH:7][C:2]=2[F:1])=[O:17])[CH2:19]1)(=[O:38])[CH3:40]. The yield is 0.660.